Dataset: Forward reaction prediction with 1.9M reactions from USPTO patents (1976-2016). Task: Predict the product of the given reaction. (1) Given the reactants C[O:2][C:3]([C:5]1[CH:10]=[CH:9][CH:8]=[C:7]([NH:11][C:12]([C:14]2[CH:19]=[C:18]([Cl:20])[CH:17]=[CH:16][N:15]=2)=[O:13])[N:6]=1)=O.O.[NH2:22][NH2:23], predict the reaction product. The product is: [Cl:20][C:18]1[CH:17]=[CH:16][N:15]=[C:14]([C:12]([NH:11][C:7]2[CH:8]=[CH:9][CH:10]=[C:5]([C:3]([NH:22][NH2:23])=[O:2])[N:6]=2)=[O:13])[CH:19]=1. (2) The product is: [OH:21][C:15]1[C:16]([C:6]2[CH:7]=[CH:8][C:3]([O:2][CH3:1])=[CH:4][CH:5]=2)=[CH:17][C:12]([CH2:18][C@H:28]([O:31][CH3:32])[C:22]([OH:25])=[O:23])=[CH:13][CH:14]=1. Given the reactants [CH3:1][O:2][C:3]1[CH:8]=[CH:7][C:6](B(O)O)=[CH:5][CH:4]=1.[C:12]1([CH3:18])[CH:17]=[CH:16][CH:15]=[CH:14][CH:13]=1.C([OH:21])C.[C:22]([O-:25])([O-])=[O:23].[Na+].[Na+].[C:28]([O:31][CH2:32]C)(=O)C, predict the reaction product.